From a dataset of TCR-epitope binding with 47,182 pairs between 192 epitopes and 23,139 TCRs. Binary Classification. Given a T-cell receptor sequence (or CDR3 region) and an epitope sequence, predict whether binding occurs between them. (1) The epitope is KPLEFGATSAAL. The TCR CDR3 sequence is CASSFGTGVTDTQYF. Result: 1 (the TCR binds to the epitope). (2) The epitope is RLRPGGKKK. The TCR CDR3 sequence is CSVEDRGGGETQYF. Result: 0 (the TCR does not bind to the epitope).